This data is from Catalyst prediction with 721,799 reactions and 888 catalyst types from USPTO. The task is: Predict which catalyst facilitates the given reaction. (1) Reactant: [NH2:1][C:2]1[CH:3]=[C:4]([CH:9]=[CH:10][C:11]=1[NH2:12])[C:5]([O:7][CH3:8])=[O:6].[CH2:13]([N:15]([CH2:24][CH3:25])[C:16]1[CH:23]=[CH:22][C:19]([CH:20]=O)=[CH:18][CH:17]=1)[CH3:14]. Product: [CH2:13]([N:15]([C:16]1[CH:17]=[CH:18][C:19]([C:20]2[NH:12][C:11]3[CH:10]=[CH:9][C:4]([C:5]([O:7][CH3:8])=[O:6])=[CH:3][C:2]=3[N:1]=2)=[CH:22][CH:23]=1)[CH2:24][CH3:25])[CH3:14]. The catalyst class is: 641. (2) Reactant: [Cl:1][C:2]1[CH:7]=[CH:6][C:5]([O:8]COC)=[CH:4][C:3]=1[C:12]1[N:17]=[C:16]([NH:18][CH:19]2[CH2:24][CH2:23][N:22](C(OC(C)(C)C)=O)[CH2:21][C:20]2([F:33])[F:32])[C:15]([CH3:34])=[C:14]([C:35]2[C:36]([CH3:41])=[N:37][O:38][C:39]=2[CH3:40])[N:13]=1.Cl. Product: [ClH:1].[Cl:1][C:2]1[CH:7]=[CH:6][C:5]([OH:8])=[CH:4][C:3]=1[C:12]1[N:17]=[C:16]([NH:18][CH:19]2[CH2:24][CH2:23][NH:22][CH2:21][C:20]2([F:32])[F:33])[C:15]([CH3:34])=[C:14]([C:35]2[C:36]([CH3:41])=[N:37][O:38][C:39]=2[CH3:40])[N:13]=1. The catalyst class is: 71. (3) Reactant: C(OC([N:8]1[CH2:12][C@@H:11]([CH2:13][N:14]([CH:31]([CH3:33])[CH3:32])[C:15](=[O:30])[C:16]2[CH:21]=[CH:20][C:19]([O:22][CH3:23])=[C:18]([O:24][CH2:25][CH2:26][CH2:27][O:28][CH3:29])[CH:17]=2)[C@@H:10]([OH:34])[CH2:9]1)=O)(C)(C)C.CC#N.O.CC#N. Product: [OH:34][C@H:10]1[CH2:9][NH:8][CH2:12][C@H:11]1[CH2:13][N:14]([CH:31]([CH3:33])[CH3:32])[C:15](=[O:30])[C:16]1[CH:21]=[CH:20][C:19]([O:22][CH3:23])=[C:18]([O:24][CH2:25][CH2:26][CH2:27][O:28][CH3:29])[CH:17]=1. The catalyst class is: 6. (4) Reactant: [CH3:1][O:2][C:3]1[CH:8]=[CH:7][C:6]([CH:9]=[CH2:10])=[CH:5][C:4]=1[NH2:11].[Cl:12][C:13]1[N:18]=[C:17](Cl)[C:16]([Cl:20])=[CH:15][N:14]=1.C(N(C(C)C)C(C)C)C. Product: [Cl:12][C:13]1[N:18]=[C:17]([NH:11][C:4]2[CH:5]=[C:6]([CH:9]=[CH2:10])[CH:7]=[CH:8][C:3]=2[O:2][CH3:1])[C:16]([Cl:20])=[CH:15][N:14]=1. The catalyst class is: 3.